This data is from Reaction yield outcomes from USPTO patents with 853,638 reactions. The task is: Predict the reaction yield, written as a fraction of the theoretical maximum amount of product (1.0 means a 100% yield; for example, 0.34 means a 34% yield). (1) The reactants are [Br:1][C:2]1[CH:3]=[N:4][N:5]([CH3:18])[C:6]=1[C:7]1[CH:12]=[C:11]([N+:13]([O-])=O)[CH:10]=[CH:9][C:8]=1[O:16][CH3:17].O.O.Cl[Sn]Cl.CCOC(C)=O.CCCCCC. The catalyst is CCO. The product is [Br:1][C:2]1[CH:3]=[N:4][N:5]([CH3:18])[C:6]=1[C:7]1[CH:12]=[C:11]([NH2:13])[CH:10]=[CH:9][C:8]=1[O:16][CH3:17]. The yield is 0.880. (2) The reactants are [CH:1]([C:4]1[CH:9]=[CH:8][C:7]([C:10](=O)[CH:11]([O:13][C:14]2[CH:19]=[C:18]([CH3:20])[CH:17]=[C:16]([CH3:21])[C:15]=2[CH3:22])[CH3:12])=[CH:6][CH:5]=1)([CH3:3])[CH3:2]. The catalyst is C1(C)C=CC=CC=1. The product is [CH:1]([C:4]1[CH:9]=[CH:8][C:7]([C:10]2[C:19]3[C:18]([CH3:20])=[CH:17][C:16]([CH3:21])=[C:15]([CH3:22])[C:14]=3[O:13][C:11]=2[CH3:12])=[CH:6][CH:5]=1)([CH3:3])[CH3:2]. The yield is 0.960. (3) The reactants are [Cl:1][C:2]1[CH:10]=[CH:9][C:8]([C:11]2[N:12]([C:20]([O:22][C:23]([CH3:26])([CH3:25])[CH3:24])=[O:21])[C:13]3[C:18]([CH:19]=2)=[CH:17][CH:16]=[CH:15][CH:14]=3)=[C:7]2[C:3]=1[CH2:4][NH:5][C:6]2=[O:27].[I:28]I. The catalyst is C(O)C.S([O-])([O-])(=O)=O.[Ag+2]. The product is [Cl:1][C:2]1[CH:10]=[CH:9][C:8]([C:11]2[N:12]([C:20]([O:22][C:23]([CH3:24])([CH3:26])[CH3:25])=[O:21])[C:13]3[C:18]([C:19]=2[I:28])=[CH:17][CH:16]=[CH:15][CH:14]=3)=[C:7]2[C:3]=1[CH2:4][NH:5][C:6]2=[O:27]. The yield is 0.360. (4) The product is [NH2:1][C:3]1[N:8]=[CH:7][N:6]=[C:5]([NH:9][C:10]2[CH:11]=[C:12]3[C:16](=[CH:17][CH:18]=2)[NH:15][CH:14]=[CH:13]3)[CH:4]=1. The yield is 0.690. The catalyst is CO. The reactants are [NH3:1].Cl[C:3]1[N:8]=[CH:7][N:6]=[C:5]([NH:9][C:10]2[CH:11]=[C:12]3[C:16](=[CH:17][CH:18]=2)[NH:15][CH:14]=[CH:13]3)[CH:4]=1. (5) The reactants are C[O:2][C:3](=[O:37])[CH:4]([NH:8][S:9]([C:12]1[CH:17]=[CH:16][C:15]([C:18]2[CH:23]=[CH:22][C:21]([CH2:24][O:25][C:26]3[C:35]([CH3:36])=[CH:34][C:33]4[C:28](=[CH:29][CH:30]=[CH:31][CH:32]=4)[N:27]=3)=[CH:20][CH:19]=2)=[CH:14][CH:13]=1)(=[O:11])=[O:10])[CH:5]([CH3:7])[CH3:6].CO.[OH-].[Na+]. The catalyst is C1COCC1. The product is [CH3:6][CH:5]([CH3:7])[CH:4]([NH:8][S:9]([C:12]1[CH:17]=[CH:16][C:15]([C:18]2[CH:23]=[CH:22][C:21]([CH2:24][O:25][C:26]3[C:35]([CH3:36])=[CH:34][C:33]4[C:28](=[CH:29][CH:30]=[CH:31][CH:32]=4)[N:27]=3)=[CH:20][CH:19]=2)=[CH:14][CH:13]=1)(=[O:10])=[O:11])[C:3]([OH:37])=[O:2]. The yield is 0.763. (6) The reactants are [CH3:1][O:2][C:3]1[CH:17]=[C:16]([CH:18]([CH3:40])[C:19](=[O:39])[NH:20][CH2:21][C:22]2[C:23]([C:32]3[CH:33]=[C:34]([CH3:38])[CH:35]=[CH:36][CH:37]=3)=[N:24][C:25]([C:28]([F:31])([F:30])[F:29])=[CH:26][CH:27]=2)[CH:15]=[CH:14][C:4]=1[CH2:5][NH:6]C(=O)OC(C)(C)C.FC(F)(F)C(O)=O.C([O-])(O)=O.[Na+]. The catalyst is ClCCl. The product is [NH2:6][CH2:5][C:4]1[CH:14]=[CH:15][C:16]([CH:18]([CH3:40])[C:19]([NH:20][CH2:21][C:22]2[C:23]([C:32]3[CH:33]=[C:34]([CH3:38])[CH:35]=[CH:36][CH:37]=3)=[N:24][C:25]([C:28]([F:29])([F:30])[F:31])=[CH:26][CH:27]=2)=[O:39])=[CH:17][C:3]=1[O:2][CH3:1]. The yield is 0.990. (7) The reactants are [N+:1]([C:4]1[CH:12]=[C:11]([C:13]([F:16])([F:15])[F:14])[CH:10]=[CH:9][C:5]=1[C:6](O)=[O:7])([O-:3])=[O:2].[CH3:17][NH:18][O:19][CH3:20].CN1CCOCC1.C[N+]1(C2N=C(OC)N=C(OC)N=2)CCOCC1.[Cl-]. The catalyst is C1COCC1. The product is [CH3:20][O:19][N:18]([CH3:17])[C:6](=[O:7])[C:5]1[CH:9]=[CH:10][C:11]([C:13]([F:16])([F:15])[F:14])=[CH:12][C:4]=1[N+:1]([O-:3])=[O:2]. The yield is 0.870. (8) The reactants are [NH2:1][CH:2]1[CH2:7][CH2:6][N:5]([C:8]([O:10][CH2:11][CH3:12])=[O:9])[CH2:4][CH2:3]1.Br[C:14]1[CH:19]=[CH:18][N:17]=[CH:16][CH:15]=1.CC(C)([O-])C.[Na+].C1(P(C2C=CC=CC=2)C2C=CC3C(=CC=CC=3)C=2C2C3C(=CC=CC=3)C=CC=2P(C2C=CC=CC=2)C2C=CC=CC=2)C=CC=CC=1. The catalyst is C1(C)C=CC=CC=1.C([O-])(=O)C.[Pd+2].C([O-])(=O)C. The product is [N:17]1[CH:18]=[CH:19][C:14]([NH:1][CH:2]2[CH2:3][CH2:4][N:5]([C:8]([O:10][CH2:11][CH3:12])=[O:9])[CH2:6][CH2:7]2)=[CH:15][CH:16]=1. The yield is 0.410. (9) The catalyst is CN(C)C(=O)C.C(OCC)(=O)C. The yield is 0.350. The reactants are [C:1]([C:3]([C:6]1[CH:7]=[C:8]([CH:12]=[CH:13][CH:14]=1)[C:9](Cl)=[O:10])([CH3:5])[CH3:4])#[N:2].[NH2:15][C:16]1[CH:17]=[CH:18][C:19]([CH3:38])=[C:20]([CH:37]=1)[O:21][C:22]1[CH:23]=[CH:24][C:25]2[N:26]([N:28]=[C:29]([NH:31][C:32]([CH:34]3[CH2:36][CH2:35]3)=[O:33])[N:30]=2)[CH:27]=1. The product is [C:1]([C:3]([C:6]1[CH:7]=[C:8]([CH:12]=[CH:13][CH:14]=1)[C:9]([NH:15][C:16]1[CH:17]=[CH:18][C:19]([CH3:38])=[C:20]([O:21][C:22]2[CH:23]=[CH:24][C:25]3[N:26]([N:28]=[C:29]([NH:31][C:32]([CH:34]4[CH2:36][CH2:35]4)=[O:33])[N:30]=3)[CH:27]=2)[CH:37]=1)=[O:10])([CH3:5])[CH3:4])#[N:2]. (10) The reactants are Br[CH2:2][CH2:3][O:4][C:5]1[CH:6]=[CH:7][C:8]([C:21]2[NH:30][C:29](=[O:31])[C:28]3[C:23](=[CH:24][C:25]([O:34][CH3:35])=[CH:26][C:27]=3[O:32][CH3:33])[N:22]=2)=[N:9][C:10]=1[C:11]1[CH:16]=[CH:15][CH:14]=[CH:13][C:12]=1[S:17]([CH3:20])(=[O:19])=[O:18].[CH:36]([NH2:39])([CH3:38])[CH3:37]. The catalyst is C1COCC1. The product is [CH:36]([NH:39][CH2:2][CH2:3][O:4][C:5]1[CH:6]=[CH:7][C:8]([C:21]2[NH:30][C:29](=[O:31])[C:28]3[C:23](=[CH:24][C:25]([O:34][CH3:35])=[CH:26][C:27]=3[O:32][CH3:33])[N:22]=2)=[N:9][C:10]=1[C:11]1[CH:16]=[CH:15][CH:14]=[CH:13][C:12]=1[S:17]([CH3:20])(=[O:19])=[O:18])([CH3:38])[CH3:37]. The yield is 0.720.